From a dataset of Reaction yield outcomes from USPTO patents with 853,638 reactions. Predict the reaction yield, written as a fraction of the theoretical maximum amount of product (1.0 means a 100% yield; for example, 0.34 means a 34% yield). (1) The reactants are [C:1]([O:5][C:6]([N:8]1[CH2:16][C:15]2[C:10](=[CH:11][CH:12]=[C:13]([C:17]([OH:19])=O)[CH:14]=2)[CH2:9]1)=[O:7])([CH3:4])([CH3:3])[CH3:2].C1C=CC2N(O)N=NC=2C=1.C1CCC(N=C=NC2CCCCC2)CC1.CCN(C(C)C)C(C)C.[Cl:54][C:55]1[CH:56]=[C:57]([CH:62]=[CH:63][C:64]=1[O:65][CH:66]([CH3:68])[CH3:67])/[C:58](=[N:60]/O)/[NH2:59]. The catalyst is C(#N)C. The product is [Cl:54][C:55]1[CH:56]=[C:57]([C:58]2[N:60]=[C:17]([C:13]3[CH:14]=[C:15]4[C:10](=[CH:11][CH:12]=3)[CH2:9][N:8]([C:6]([O:5][C:1]([CH3:2])([CH3:3])[CH3:4])=[O:7])[CH2:16]4)[O:19][N:59]=2)[CH:62]=[CH:63][C:64]=1[O:65][CH:66]([CH3:68])[CH3:67]. The yield is 0.155. (2) The reactants are COC1C=CC(P2(SP(C3C=CC(OC)=CC=3)(=S)S2)=[S:10])=CC=1.[C:23]([NH:26][NH:27][C:28](=O)[CH2:29][N:30]1[C:34]([CH2:35][CH3:36])=[C:33]([O:37][C:38]2[CH:43]=[CH:42][C:41]([C:44]#[N:45])=[CH:40][CH:39]=2)[C:32]([CH2:46][CH3:47])=[N:31]1)(=O)[CH3:24]. The catalyst is O1CCCC1. The product is [CH2:46]([C:32]1[C:33]([O:37][C:38]2[CH:43]=[CH:42][C:41]([C:44]#[N:45])=[CH:40][CH:39]=2)=[C:34]([CH2:35][CH3:36])[N:30]([CH2:29][C:28]2[S:10][C:23]([CH3:24])=[N:26][N:27]=2)[N:31]=1)[CH3:47]. The yield is 0.470.